This data is from Peptide-MHC class II binding affinity with 134,281 pairs from IEDB. The task is: Regression. Given a peptide amino acid sequence and an MHC pseudo amino acid sequence, predict their binding affinity value. This is MHC class II binding data. (1) The binding affinity (normalized) is 0.190. The MHC is HLA-DQA10201-DQB10402 with pseudo-sequence HLA-DQA10201-DQB10402. The peptide sequence is HHFHELQLKDGRRIV. (2) The peptide sequence is GMFTNRSGSQ. The MHC is DRB5_0101 with pseudo-sequence DRB5_0101. The binding affinity (normalized) is 0.